This data is from Full USPTO retrosynthesis dataset with 1.9M reactions from patents (1976-2016). The task is: Predict the reactants needed to synthesize the given product. (1) Given the product [Cl:1][C:2]1[CH:7]=[C:6]([CH2:8][CH2:9][C:10]2([CH:18]3[CH2:19][CH2:20][CH2:21][CH2:22]3)[CH2:15][C:14](=[O:16])[C:13](=[NH:31])[C:12](=[O:17])[O:11]2)[CH:5]=[CH:4][C:3]=1[C:23]([CH3:27])([CH3:26])[C:24]#[N:25], predict the reactants needed to synthesize it. The reactants are: [Cl:1][C:2]1[CH:7]=[C:6]([CH2:8][CH2:9][C:10]2([CH:18]3[CH2:22][CH2:21][CH2:20][CH2:19]3)[CH2:15][C:14](=[O:16])[CH2:13][C:12](=[O:17])[O:11]2)[CH:5]=[CH:4][C:3]=1[C:23]([CH3:27])([CH3:26])[C:24]#[N:25].C([NH:31]C1C=CC(S(N=[N+]=[N-])(=O)=O)=CC=1)(=O)C. (2) Given the product [I:22][CH2:2][CH2:3][C@H:4]([C:15]1[CH:20]=[CH:19][CH:18]=[CH:17][CH:16]=1)[O:5][C:6]1[CH:11]=[CH:10][N:9]=[C:8]2[CH:12]=[CH:13][S:14][C:7]=12, predict the reactants needed to synthesize it. The reactants are: Cl[CH2:2][CH2:3][C@H:4]([C:15]1[CH:20]=[CH:19][CH:18]=[CH:17][CH:16]=1)[O:5][C:6]1[CH:11]=[CH:10][N:9]=[C:8]2[CH:12]=[CH:13][S:14][C:7]=12.[Na+].[I-:22].